Dataset: NCI-60 drug combinations with 297,098 pairs across 59 cell lines. Task: Regression. Given two drug SMILES strings and cell line genomic features, predict the synergy score measuring deviation from expected non-interaction effect. (1) Drug 1: CN(C)C1=NC(=NC(=N1)N(C)C)N(C)C. Synergy scores: CSS=-4.88, Synergy_ZIP=0.749, Synergy_Bliss=-3.84, Synergy_Loewe=-18.5, Synergy_HSA=-8.14. Drug 2: CCN(CC)CCNC(=O)C1=C(NC(=C1C)C=C2C3=C(C=CC(=C3)F)NC2=O)C. Cell line: ACHN. (2) Drug 1: CC1=C(N=C(N=C1N)C(CC(=O)N)NCC(C(=O)N)N)C(=O)NC(C(C2=CN=CN2)OC3C(C(C(C(O3)CO)O)O)OC4C(C(C(C(O4)CO)O)OC(=O)N)O)C(=O)NC(C)C(C(C)C(=O)NC(C(C)O)C(=O)NCCC5=NC(=CS5)C6=NC(=CS6)C(=O)NCCC[S+](C)C)O. Drug 2: C(CCl)NC(=O)N(CCCl)N=O. Cell line: OVCAR-8. Synergy scores: CSS=43.0, Synergy_ZIP=-0.961, Synergy_Bliss=-1.15, Synergy_Loewe=-41.2, Synergy_HSA=0.344.